From a dataset of Forward reaction prediction with 1.9M reactions from USPTO patents (1976-2016). Predict the product of the given reaction. (1) Given the reactants [CH3:1][N:2]([CH3:18])[C:3]1[NH:7][C:6]2[CH:8]=[C:9]([N+:15]([O-:17])=[O:16])[CH:10]=[C:11]([C:12]([O-:14])=[O:13])[C:5]=2[N:4]=1.O.[OH-].[Li+], predict the reaction product. The product is: [CH3:1][N:2]([CH3:18])[C:3]1[NH:7][C:6]2[CH:8]=[C:9]([N+:15]([O-:17])=[O:16])[CH:10]=[C:11]([C:12]([OH:14])=[O:13])[C:5]=2[N:4]=1. (2) Given the reactants [CH2:1]([O:3][C:4](=[O:20])[CH2:5][C:6]1[CH2:11][CH2:10][CH2:9][CH2:8][C:7]=1[C:12]1[CH:17]=[CH:16][CH:15]=[C:14]([O:18][CH3:19])[CH:13]=1)[CH3:2].C(O)C, predict the reaction product. The product is: [CH2:1]([O:3][C:4](=[O:20])[CH2:5][CH:6]1[CH2:11][CH2:10][CH2:9][CH2:8][CH:7]1[C:12]1[CH:17]=[CH:16][CH:15]=[C:14]([O:18][CH3:19])[CH:13]=1)[CH3:2]. (3) The product is: [C:1]([O:5][C:6]1[CH:7]=[C:8]([CH:19]=[CH2:22])[C:9]2[S:13][C:12]([O:14][CH:15]([CH3:16])[CH3:17])=[N:11][C:10]=2[CH:18]=1)([CH3:2])([CH3:3])[CH3:4].[C:22]([O:21][CH2:25][CH3:24])(=[O:5])[CH3:23].[CH3:18][CH2:6][CH2:7][CH:8]([CH3:19])[CH3:9]. Given the reactants [C:1]([O:5][C:6]1[CH:7]=[C:8]([CH:19]=O)[C:9]2[S:13][C:12]([O:14][CH:15]([CH3:17])[CH3:16])=[N:11][C:10]=2[CH:18]=1)([CH3:4])([CH3:3])[CH3:2].[O:21]1[CH2:25][CH2:24][CH2:23][CH2:22]1, predict the reaction product.